The task is: Predict which catalyst facilitates the given reaction.. This data is from Catalyst prediction with 721,799 reactions and 888 catalyst types from USPTO. Reactant: I[C:2]1[C:10]2[C:5](=[N:6][CH:7]=[CH:8][CH:9]=2)[N:4]([Si:11]([CH:18]([CH3:20])[CH3:19])([CH:15]([CH3:17])[CH3:16])[CH:12]([CH3:14])[CH3:13])[CH:3]=1.C([Mg]Cl)(C)C.[CH2:26]([O:33][C:34]1[C:41]([O:42][CH3:43])=[CH:40][C:37]([CH:38]=[O:39])=[C:36]([F:44])[CH:35]=1)[C:27]1[CH:32]=[CH:31][CH:30]=[CH:29][CH:28]=1.O. Product: [CH2:26]([O:33][C:34]1[C:41]([O:42][CH3:43])=[CH:40][C:37]([CH:38]([C:2]2[C:10]3[C:5](=[N:6][CH:7]=[CH:8][CH:9]=3)[N:4]([Si:11]([CH:18]([CH3:20])[CH3:19])([CH:15]([CH3:17])[CH3:16])[CH:12]([CH3:14])[CH3:13])[CH:3]=2)[OH:39])=[C:36]([F:44])[CH:35]=1)[C:27]1[CH:28]=[CH:29][CH:30]=[CH:31][CH:32]=1. The catalyst class is: 7.